Dataset: Catalyst prediction with 721,799 reactions and 888 catalyst types from USPTO. Task: Predict which catalyst facilitates the given reaction. Reactant: S([N:11]1[CH:15]=[CH:14][N:13]=[C:12]1[CH2:16][CH2:17][CH2:18][N:19]1C(=O)C2C(=CC=CC=2)C1=O)(C1C=CC(C)=CC=1)(=O)=O.O.NN. Product: [NH:11]1[CH:15]=[CH:14][N:13]=[C:12]1[CH2:16][CH2:17][CH2:18][NH2:19]. The catalyst class is: 14.